From a dataset of Catalyst prediction with 721,799 reactions and 888 catalyst types from USPTO. Predict which catalyst facilitates the given reaction. (1) Reactant: Br[CH:2]([CH2:6][CH2:7][CH2:8][CH3:9])[C:3]([OH:5])=O.[NH2:10][C:11]1[CH:16]=[CH:15][CH:14]=[CH:13][C:12]=1[SH:17].C([O-])([O-])=O.[K+].[K+].C(Cl)CCl.C1C=CC2N(O)N=NC=2C=1. Product: [CH2:6]([CH:2]1[S:17][C:12]2[CH:13]=[CH:14][CH:15]=[CH:16][C:11]=2[NH:10][C:3]1=[O:5])[CH2:7][CH2:8][CH3:9]. The catalyst class is: 517. (2) Reactant: [N:1]1([C:8]([O:10][C:11]([CH3:14])([CH3:13])[CH3:12])=[O:9])[CH2:7][CH2:6][CH2:5][NH:4][CH2:3][CH2:2]1.[CH3:15][C:16]([CH3:18])=O.C(O[BH-](OC(=O)C)OC(=O)C)(=O)C.[Na+]. Product: [CH3:15][CH:16]([N:4]1[CH2:5][CH2:6][CH2:7][N:1]([C:8]([O:10][C:11]([CH3:14])([CH3:13])[CH3:12])=[O:9])[CH2:2][CH2:3]1)[CH3:18]. The catalyst class is: 2. (3) Reactant: [O:1]1[CH:6]=[CH:5][CH2:4][CH2:3][CH2:2]1.[OH:7][C@@H:8]1[CH2:16][C@@H:11]2[O:12][C:13](=[O:15])[CH2:14][C@@H:10]2[C@H:9]1[CH2:17][CH2:18][CH2:19][CH2:20][CH2:21][CH2:22][CH2:23][CH3:24]. Product: [CH2:17]([C@@H:9]1[C@@H:10]2[C@@H:11]([O:12][C:13](=[O:15])[CH2:14]2)[CH2:16][C@H:8]1[O:7][CH:6]1[CH2:5][CH2:4][CH2:3][CH2:2][O:1]1)[CH2:18][CH2:19][CH2:20][CH2:21][CH2:22][CH2:23][CH3:24]. The catalyst class is: 4.